This data is from Forward reaction prediction with 1.9M reactions from USPTO patents (1976-2016). The task is: Predict the product of the given reaction. (1) Given the reactants [F:1][C:2]1[CH:7]=[CH:6][C:5]([N:8]2[CH2:13][CH2:12][N:11]([C:14]3[N:19]=[C:18]([CH3:20])[NH:17][C:16](=[O:21])[C:15]=3[N+:22]([O-:24])=[O:23])[CH2:10][CH2:9]2)=[CH:4][CH:3]=1.FC(F)(F)S(O[CH2:31][C:32]([F:35])([F:34])[F:33])(=O)=O.[Na].C(=O)([O-])[O-].[K+].[K+], predict the reaction product. The product is: [F:1][C:2]1[CH:7]=[CH:6][C:5]([N:8]2[CH2:9][CH2:10][N:11]([C:14]3[C:15]([N+:22]([O-:24])=[O:23])=[C:16]([O:21][CH2:31][C:32]([F:35])([F:34])[F:33])[N:17]=[C:18]([CH3:20])[N:19]=3)[CH2:12][CH2:13]2)=[CH:4][CH:3]=1. (2) Given the reactants [N:1]1[CH:6]=[CH:5][CH:4]=[C:3]([CH2:7][C:8]#[N:9])[CH:2]=1.Br[CH2:11][CH2:12][CH2:13][CH2:14][CH2:15]Br.CS(C)=O.[H-].[Na+], predict the reaction product. The product is: [N:1]1[CH:6]=[CH:5][CH:4]=[C:3]([C:7]2([C:8]#[N:9])[CH2:15][CH2:14][CH2:13][CH2:12][CH2:11]2)[CH:2]=1. (3) The product is: [N:29]1[CH:28]=[CH:27][C:26]([NH:25][C:23](=[O:24])[C:22]2[CH:32]=[CH:33][CH:34]=[C:20]([NH:19][C:2]3[CH:18]=[CH:17][CH:16]=[C:4]([C:5](=[O:6])[NH:7][CH2:8][CH2:9][CH2:10][N:11]4[CH2:14][CH2:15][CH2:13][CH2:12]4)[CH:3]=3)[CH:21]=2)=[CH:31][CH:30]=1. Given the reactants Br[C:2]1[CH:3]=[C:4]([CH:16]=[CH:17][CH:18]=1)[C:5]([NH:7][CH2:8][CH2:9][CH2:10][N:11]([CH2:14][CH3:15])[CH2:12][CH3:13])=[O:6].[NH2:19][C:20]1[CH:21]=[C:22]([CH:32]=[CH:33][CH:34]=1)[C:23]([NH:25][C:26]1[CH:31]=[CH:30][N:29]=[CH:28][CH:27]=1)=[O:24].CC(C1C=C(C(C)C)C(C2C=CC=CC=2P(C2CCCCC2)C2CCCCC2)=C(C(C)C)C=1)C.C([O-])([O-])=O.[K+].[K+], predict the reaction product.